From a dataset of Peptide-MHC class I binding affinity with 185,985 pairs from IEDB/IMGT. Regression. Given a peptide amino acid sequence and an MHC pseudo amino acid sequence, predict their binding affinity value. This is MHC class I binding data. (1) The peptide sequence is PYPQSQPQY. The binding affinity (normalized) is 0.301. The MHC is HLA-A30:02 with pseudo-sequence HLA-A30:02. (2) The peptide sequence is VERLKHGTF. The MHC is HLA-A68:02 with pseudo-sequence HLA-A68:02. The binding affinity (normalized) is 0.0847. (3) The peptide sequence is RDIDPIITRL. The MHC is Mamu-B8701 with pseudo-sequence Mamu-B8701. The binding affinity (normalized) is 0.981. (4) The peptide sequence is KYRLKHIVW. The MHC is HLA-B35:03 with pseudo-sequence HLA-B35:03. The binding affinity (normalized) is 0. (5) The peptide sequence is AAFLDDNAF. The MHC is HLA-A69:01 with pseudo-sequence HLA-A69:01. The binding affinity (normalized) is 0.0847. (6) The peptide sequence is PSEKRIGAY. The binding affinity (normalized) is 0.0847. The MHC is HLA-A02:03 with pseudo-sequence HLA-A02:03. (7) The peptide sequence is YNFATCGIF. The MHC is HLA-A32:01 with pseudo-sequence HLA-A32:01. The binding affinity (normalized) is 0.0214.